This data is from CYP2C9 inhibition data for predicting drug metabolism from PubChem BioAssay. The task is: Regression/Classification. Given a drug SMILES string, predict its absorption, distribution, metabolism, or excretion properties. Task type varies by dataset: regression for continuous measurements (e.g., permeability, clearance, half-life) or binary classification for categorical outcomes (e.g., BBB penetration, CYP inhibition). Dataset: cyp2c9_veith. (1) The molecule is CN(C)Cc1ccccc1-c1ccc2ncnc(N(C)Cc3ccco3)c2c1. The result is 0 (non-inhibitor). (2) The compound is COc1cc(CNCCO)cc(Br)c1OCc1ccccc1Cl.Cl. The result is 0 (non-inhibitor). (3) The molecule is CCOc1cccc(/C(O)=C2/C(=O)C(=O)N(Cc3cccnc3)C2c2ccco2)c1. The result is 1 (inhibitor). (4) The molecule is Cc1cnc(CNc2ccnc(-c3cccc(C#N)c3)n2)cn1. The result is 0 (non-inhibitor). (5) The compound is COc1ccc(CNC(=O)C2CCN(C(=O)N3CCOc4ccc(C)cc43)CC2)cc1. The result is 0 (non-inhibitor). (6) The drug is O=C(Nc1ccccc1[N+](=O)[O-])C1C(c2ccccc2)=C1c1ccccc1. The result is 1 (inhibitor). (7) The result is 0 (non-inhibitor). The drug is O=C1OCCC1Sc1nnnn1-c1ccccc1. (8) The result is 0 (non-inhibitor). The molecule is Cn1c(=O)c2c3c(sc2n2cnnc12)CCC3. (9) The compound is COc1ccc(NC(=O)Cn2nnc(C(N)=O)c2N)c(OC)c1. The result is 0 (non-inhibitor). (10) The molecule is N#C/C(=C\c1ccc(O)c(O)c1)C(=O)NCCCNC(=O)/C(C#N)=C/c1ccc(O)c(O)c1. The result is 0 (non-inhibitor).